This data is from Peptide-MHC class I binding affinity with 185,985 pairs from IEDB/IMGT. The task is: Regression. Given a peptide amino acid sequence and an MHC pseudo amino acid sequence, predict their binding affinity value. This is MHC class I binding data. The peptide sequence is EIRHRSGIQ. The MHC is HLA-A02:01 with pseudo-sequence HLA-A02:01. The binding affinity (normalized) is 0.0847.